This data is from Reaction yield outcomes from USPTO patents with 853,638 reactions. The task is: Predict the reaction yield, written as a fraction of the theoretical maximum amount of product (1.0 means a 100% yield; for example, 0.34 means a 34% yield). (1) The reactants are N[C:2]1[C:3]([N+:13]([O-:15])=[O:14])=[CH:4][C:5]([Cl:12])=[C:6]([C:8]([F:11])([F:10])[F:9])[CH:7]=1.[BrH:16].N([O-])=O.[Na+].[OH-].[Na+]. The catalyst is O. The product is [Br:16][C:2]1[C:3]([N+:13]([O-:15])=[O:14])=[CH:4][C:5]([Cl:12])=[C:6]([C:8]([F:11])([F:10])[F:9])[CH:7]=1. The yield is 0.560. (2) The reactants are [Cl-].O[NH3+:3].[C:4](=[O:7])([O-])[OH:5].[Na+].CS(C)=O.[OH:13][C@H:14]1[CH2:18][CH2:17][CH2:16][C@H:15]1[O:19][C@H:20]1[CH2:25][CH2:24][C@H:23]([N:26]2[C:31](=[O:32])[C:30]([CH2:33][C:34]3[CH:39]=[CH:38][C:37]([C:40]4[C:41]([C:46]#[N:47])=[CH:42][CH:43]=[CH:44][CH:45]=4)=[CH:36][CH:35]=3)=[C:29]([CH2:48][CH2:49][CH3:50])[N:28]3[N:51]=[CH:52][N:53]=[C:27]23)[CH2:22][CH2:21]1. The catalyst is C(OCC)(=O)C. The product is [OH:13][C@H:14]1[CH2:18][CH2:17][CH2:16][C@H:15]1[O:19][C@H:20]1[CH2:21][CH2:22][C@H:23]([N:26]2[C:31](=[O:32])[C:30]([CH2:33][C:34]3[CH:39]=[CH:38][C:37]([C:40]4[CH:45]=[CH:44][CH:43]=[CH:42][C:41]=4[C:46]4[NH:3][C:4](=[O:7])[O:5][N:47]=4)=[CH:36][CH:35]=3)=[C:29]([CH2:48][CH2:49][CH3:50])[N:28]3[N:51]=[CH:52][N:53]=[C:27]23)[CH2:24][CH2:25]1. The yield is 0.240.